This data is from HIV replication inhibition screening data with 41,000+ compounds from the AIDS Antiviral Screen. The task is: Binary Classification. Given a drug SMILES string, predict its activity (active/inactive) in a high-throughput screening assay against a specified biological target. The compound is COc1cc(Cl)cc(O)c(=O)c1OC. The result is 0 (inactive).